The task is: Regression. Given two drug SMILES strings and cell line genomic features, predict the synergy score measuring deviation from expected non-interaction effect.. This data is from NCI-60 drug combinations with 297,098 pairs across 59 cell lines. (1) Drug 1: COC1=C(C=C2C(=C1)N=CN=C2NC3=CC(=C(C=C3)F)Cl)OCCCN4CCOCC4. Drug 2: CC1=CC2C(CCC3(C2CCC3(C(=O)C)OC(=O)C)C)C4(C1=CC(=O)CC4)C. Cell line: MCF7. Synergy scores: CSS=15.0, Synergy_ZIP=-0.128, Synergy_Bliss=2.58, Synergy_Loewe=-14.9, Synergy_HSA=-7.62. (2) Drug 1: C1=C(C(=O)NC(=O)N1)F. Drug 2: C1=CN(C(=O)N=C1N)C2C(C(C(O2)CO)O)O.Cl. Cell line: BT-549. Synergy scores: CSS=45.4, Synergy_ZIP=-15.8, Synergy_Bliss=-9.81, Synergy_Loewe=-4.95, Synergy_HSA=-3.59. (3) Drug 1: CN(C)N=NC1=C(NC=N1)C(=O)N. Drug 2: CS(=O)(=O)CCNCC1=CC=C(O1)C2=CC3=C(C=C2)N=CN=C3NC4=CC(=C(C=C4)OCC5=CC(=CC=C5)F)Cl. Cell line: KM12. Synergy scores: CSS=7.18, Synergy_ZIP=-3.96, Synergy_Bliss=-5.33, Synergy_Loewe=-6.96, Synergy_HSA=-6.34. (4) Drug 2: CC12CCC3C(C1CCC2OP(=O)(O)O)CCC4=C3C=CC(=C4)OC(=O)N(CCCl)CCCl.[Na+]. Drug 1: C1=CC=C(C=C1)NC(=O)CCCCCCC(=O)NO. Cell line: MDA-MB-231. Synergy scores: CSS=2.42, Synergy_ZIP=-0.402, Synergy_Bliss=1.17, Synergy_Loewe=-9.04, Synergy_HSA=-3.23. (5) Drug 1: CNC(=O)C1=CC=CC=C1SC2=CC3=C(C=C2)C(=NN3)C=CC4=CC=CC=N4. Drug 2: COC1=C(C=C2C(=C1)N=CN=C2NC3=CC(=C(C=C3)F)Cl)OCCCN4CCOCC4. Cell line: UACC62. Synergy scores: CSS=12.2, Synergy_ZIP=-1.58, Synergy_Bliss=6.07, Synergy_Loewe=5.09, Synergy_HSA=7.00. (6) Drug 1: CC(C)(C#N)C1=CC(=CC(=C1)CN2C=NC=N2)C(C)(C)C#N. Drug 2: C1C(C(OC1N2C=NC3=C2NC=NCC3O)CO)O. Cell line: T-47D. Synergy scores: CSS=6.56, Synergy_ZIP=-2.46, Synergy_Bliss=-2.91, Synergy_Loewe=2.76, Synergy_HSA=0.000283.